Dataset: Forward reaction prediction with 1.9M reactions from USPTO patents (1976-2016). Task: Predict the product of the given reaction. (1) The product is: [CH3:47][C:48]([CH3:60])([CH3:59])[CH2:49][O:50][C:51](=[O:58])[C:52]([CH3:57])([CH3:56])[C:53]([O:55][CH2:30][O:29][C:27]1[N:26]([C:32]2[N:33]=[CH:34][CH:35]=[CH:36][N:37]=2)[N:25]=[C:24]([CH:10]([NH:9][C:6]2[CH:7]=[CH:8][C:3]([C:2]([NH2:1])=[N:38][C:39](=[O:46])[C:40]3[CH:45]=[CH:44][CH:43]=[CH:42][CH:41]=3)=[CH:4][CH:5]=2)[C:11]2[CH:16]=[C:15]([O:17][CH3:18])[CH:14]=[C:13]([O:19][CH2:20][CH2:21][OH:22])[C:12]=2[F:23])[N:28]=1)=[O:54]. Given the reactants [NH2:1][C:2](=[N:38][C:39](=[O:46])[C:40]1[CH:45]=[CH:44][CH:43]=[CH:42][CH:41]=1)[C:3]1[CH:8]=[CH:7][C:6]([NH:9][CH:10]([C:24]2[N:28]=[C:27]([O:29][CH2:30]Cl)[N:26]([C:32]3[N:37]=[CH:36][CH:35]=[CH:34][N:33]=3)[N:25]=2)[C:11]2[CH:16]=[C:15]([O:17][CH3:18])[CH:14]=[C:13]([O:19][CH2:20][CH2:21][OH:22])[C:12]=2[F:23])=[CH:5][CH:4]=1.[CH3:47][C:48]([CH3:60])([CH3:59])[CH2:49][O:50][C:51](=[O:58])[C:52]([CH3:57])([CH3:56])[C:53]([OH:55])=[O:54].[I-].[Na+].C(=O)([O-])O.[K+], predict the reaction product. (2) The product is: [Cl:1]/[CH:2]=[CH:3]\[CH2:8][CH2:7][CH2:6][CH2:5][N:11]1[C:19](=[O:20])[C:18]2[C:13](=[CH:14][CH:15]=[CH:16][CH:17]=2)[C:12]1=[O:21]. Given the reactants [Cl:1]/[CH:2]=[CH:3]\Cl.[CH2:5]([N:11]1[C:19](=[O:20])[C:18]2[C:13](=[CH:14][CH:15]=[CH:16][CH:17]=2)[C:12]1=[O:21])[CH2:6][CH2:7][CH2:8]C=C, predict the reaction product.